Task: Predict the reaction yield, written as a fraction of the theoretical maximum amount of product (1.0 means a 100% yield; for example, 0.34 means a 34% yield).. Dataset: Reaction yield outcomes from USPTO patents with 853,638 reactions (1) The reactants are C(N(C(C)C)CC)(C)C.[Cl:10][C:11]1[CH:12]=[C:13]([C:18]2([CH2:32][CH2:33][CH2:34][OH:35])[CH2:23][CH2:22][CH2:21][N:20]([C:24]([C:26]3[CH:31]=[CH:30][CH:29]=[CH:28][CH:27]=3)=[O:25])[CH2:19]2)[CH:14]=[CH:15][C:16]=1[Cl:17].[CH3:36][S:37](Cl)(=[O:39])=[O:38]. The catalyst is C(Cl)Cl. The yield is 0.993. The product is [C:24]([N:20]1[CH2:21][CH2:22][CH2:23][C@@:18]([CH2:32][CH2:33][CH2:34][O:35][S:37]([CH3:36])(=[O:39])=[O:38])([C:13]2[CH:14]=[CH:15][C:16]([Cl:17])=[C:11]([Cl:10])[CH:12]=2)[CH2:19]1)(=[O:25])[C:26]1[CH:31]=[CH:30][CH:29]=[CH:28][CH:27]=1. (2) The reactants are [CH3:1][O:2][C:3]1[CH:4]=[C:5]2[C:9](=[CH:10][CH:11]=1)[NH:8][C:7]([CH3:12])=[CH:6]2.[H-].[Na+].Br.Br[CH2:17][C:18]1[CH:23]=[CH:22][N:21]=[CH:20][CH:19]=1.CO. The catalyst is CN(C)C=O.ClCCl. The product is [CH3:1][O:2][C:3]1[CH:4]=[C:5]2[C:9](=[CH:10][CH:11]=1)[N:8]([CH2:17][C:18]1[CH:23]=[CH:22][N:21]=[CH:20][CH:19]=1)[C:7]([CH3:12])=[CH:6]2. The yield is 0.410. (3) The reactants are [OH-].[Li+].C[O:4][C:5](=[O:30])[CH:6]([NH:22][C:23]([O:25][C:26]([CH3:29])([CH3:28])[CH3:27])=[O:24])[C:7]1[CH:12]=[CH:11][C:10]([C:13](=[O:21])[NH:14][C:15]2[CH:20]=[CH:19][N:18]=[CH:17][CH:16]=2)=[CH:9][CH:8]=1.Cl. The catalyst is O.CC(C)=O. The product is [C:26]([O:25][C:23]([NH:22][CH:6]([C:7]1[CH:12]=[CH:11][C:10]([C:13](=[O:21])[NH:14][C:15]2[CH:20]=[CH:19][N:18]=[CH:17][CH:16]=2)=[CH:9][CH:8]=1)[C:5]([OH:30])=[O:4])=[O:24])([CH3:29])([CH3:27])[CH3:28]. The yield is 0.560. (4) The catalyst is C(OCC)(=O)C. The yield is 0.320. The product is [O:26]1[C:18]2[C:19](=[N:20][CH:21]=[CH:22][C:17]=2[NH:16][C:15]([C:11]2([OH:14])[CH2:12][CH2:13][CH:8]([NH2:7])[CH2:9][CH2:10]2)=[O:27])[O:23][CH2:24][CH2:25]1. The reactants are C(OC(=O)[NH:7][CH:8]1[CH2:13][CH2:12][C:11]([C:15](=[O:27])[NH:16][C:17]2[CH:22]=[CH:21][N:20]=[C:19]3[O:23][CH2:24][CH2:25][O:26][C:18]=23)([OH:14])[CH2:10][CH2:9]1)(C)(C)C.CO. (5) The reactants are [CH2:1]([O:8][C:9]1[CH:10]=[C:11]([C:15]2[N:20]=[C:19]([NH:21][CH2:22][CH2:23][O:24][CH2:25][C:26]([O:28]C(C)(C)C)=[O:27])[C:18]([N+:33]([O-:35])=[O:34])=[C:17]([CH3:36])[N:16]=2)[CH:12]=[CH:13][CH:14]=1)[C:2]1[CH:7]=[CH:6][CH:5]=[CH:4][CH:3]=1.C(O)(C(F)(F)F)=O. The catalyst is C(Cl)Cl. The product is [CH2:1]([O:8][C:9]1[CH:10]=[C:11]([C:15]2[N:20]=[C:19]([NH:21][CH2:22][CH2:23][O:24][CH2:25][C:26]([OH:28])=[O:27])[C:18]([N+:33]([O-:35])=[O:34])=[C:17]([CH3:36])[N:16]=2)[CH:12]=[CH:13][CH:14]=1)[C:2]1[CH:7]=[CH:6][CH:5]=[CH:4][CH:3]=1. The yield is 1.00.